Dataset: Catalyst prediction with 721,799 reactions and 888 catalyst types from USPTO. Task: Predict which catalyst facilitates the given reaction. (1) Reactant: [NH2:1][C:2]1[N:6]([CH:7]2[CH2:12][CH2:11][CH2:10][N:9](C(OC(C)(C)C)=O)[CH2:8]2)[N:5]=[C:4]([C:20]2[CH:25]=[CH:24][C:23]([O:26][C:27]3[CH:32]=[CH:31][CH:30]=[CH:29][CH:28]=3)=[CH:22][CH:21]=2)[C:3]=1[C:33](=[O:35])[NH2:34].Cl.C([O-])(O)=O.[Na+]. Product: [NH2:1][C:2]1[N:6]([CH:7]2[CH2:12][CH2:11][CH2:10][NH:9][CH2:8]2)[N:5]=[C:4]([C:20]2[CH:21]=[CH:22][C:23]([O:26][C:27]3[CH:32]=[CH:31][CH:30]=[CH:29][CH:28]=3)=[CH:24][CH:25]=2)[C:3]=1[C:33]([NH2:34])=[O:35]. The catalyst class is: 425. (2) Reactant: C[O:2][C:3]([C:5]1[CH:10]=[CH:9][C:8]([C:11]2[CH:16]=[C:15]([Cl:17])[C:14]([CH2:18][C@@H:19]3[CH2:23][CH2:22][N:21]([C@H:24]4[CH2:29][CH2:28][C@H:27]([O:30][Si:31]([CH:38]([CH3:40])[CH3:39])([CH:35]([CH3:37])[CH3:36])[CH:32]([CH3:34])[CH3:33])[CH2:26][CH2:25]4)[C:20]3=[O:41])=[C:13]([Cl:42])[CH:12]=2)=[CH:7][CH:6]=1)=[O:4]. Product: [Cl:17][C:15]1[CH:16]=[C:11]([C:8]2[CH:7]=[CH:6][C:5]([C:3]([OH:4])=[O:2])=[CH:10][CH:9]=2)[CH:12]=[C:13]([Cl:42])[C:14]=1[CH2:18][C@@H:19]1[CH2:23][CH2:22][N:21]([C@H:24]2[CH2:25][CH2:26][C@H:27]([O:30][Si:31]([CH:32]([CH3:33])[CH3:34])([CH:35]([CH3:36])[CH3:37])[CH:38]([CH3:40])[CH3:39])[CH2:28][CH2:29]2)[C:20]1=[O:41]. The catalyst class is: 273.